Dataset: Reaction yield outcomes from USPTO patents with 853,638 reactions. Task: Predict the reaction yield, written as a fraction of the theoretical maximum amount of product (1.0 means a 100% yield; for example, 0.34 means a 34% yield). (1) The reactants are [C:1]([C:3]1[C:4]([S:25][CH2:26][C:27]([NH2:29])=[O:28])=[N:5][C:6]([NH:21][CH:22]2[CH2:24][CH2:23]2)=[N:7][C:8]=1[C:9]1[CH:14]=[CH:13][C:12]([C:15]([F:18])([F:17])[F:16])=[C:11]([O:19][CH3:20])[CH:10]=1)#[N:2].[Na].O.C(O)(=O)C. The catalyst is C(O)C. The product is [NH2:2][C:1]1[C:3]2[C:8]([C:9]3[CH:14]=[CH:13][C:12]([C:15]([F:16])([F:18])[F:17])=[C:11]([O:19][CH3:20])[CH:10]=3)=[N:7][C:6]([NH:21][CH:22]3[CH2:24][CH2:23]3)=[N:5][C:4]=2[S:25][C:26]=1[C:27]([NH2:29])=[O:28]. The yield is 0.193. (2) The reactants are CS([O:5][CH2:6][CH2:7][CH2:8][C:9]1[CH:14]=[CH:13][C:12]([NH:15][C:16]([O:18][C:19]([CH3:22])([CH3:21])[CH3:20])=[O:17])=[CH:11][CH:10]=1)(=O)=O.[CH2:23]([O:25][C:26](=[O:39])[C@@H:27]([O:36][CH2:37][CH3:38])[CH2:28][C:29]1[CH:34]=[CH:33][C:32](O)=[CH:31][CH:30]=1)[CH3:24].C(=O)([O-])[O-].[K+].[K+]. The catalyst is C(#N)C. The product is [C:19]([O:18][C:16]([NH:15][C:12]1[CH:13]=[CH:14][C:9]([CH2:8][CH2:7][CH2:6][O:5][C:32]2[CH:31]=[CH:30][C:29]([CH2:28][C@H:27]([O:36][CH2:37][CH3:38])[C:26]([O:25][CH2:23][CH3:24])=[O:39])=[CH:34][CH:33]=2)=[CH:10][CH:11]=1)=[O:17])([CH3:22])([CH3:21])[CH3:20]. The yield is 0.755. (3) The reactants are [F:1][C:2]1[CH:7]=[C:6]([I:8])[CH:5]=[CH:4][C:3]=1[NH:9][C:10]1[C:19]2[C:18](=[O:20])[NH:17][CH:16]=[N:15][C:14]=2[N:13]([CH3:21])[C:12](=[O:22])[CH:11]=1.C(=O)([O-])[O-].[K+].[K+].ClC1C=CC([N+]([O-])=O)=CC=1[N+]([O-])=O.CC1(C)[O:47][C@@H:46]([CH2:48][O:49]N)[CH2:45][O:44]1. The yield is 0.130. The catalyst is CC(N(C)C)=O. The product is [OH:47][C@H:46]([CH2:48][OH:49])[CH2:45][O:44][N:17]1[C:18](=[O:20])[C:19]2[C:10]([NH:9][C:3]3[CH:4]=[CH:5][C:6]([I:8])=[CH:7][C:2]=3[F:1])=[CH:11][C:12](=[O:22])[N:13]([CH3:21])[C:14]=2[N:15]=[CH:16]1. (4) The reactants are [NH2:1][C:2]1[CH:7]=[CH:6][C:5]([OH:8])=[CH:4][C:3]=1[N+:9]([O-])=O. The catalyst is [Pd].C(O)C. The product is [NH2:9][C:3]1[CH:4]=[C:5]([OH:8])[CH:6]=[CH:7][C:2]=1[NH2:1]. The yield is 1.00.